This data is from Peptide-MHC class II binding affinity with 134,281 pairs from IEDB. The task is: Regression. Given a peptide amino acid sequence and an MHC pseudo amino acid sequence, predict their binding affinity value. This is MHC class II binding data. (1) The peptide sequence is RQLQKIERWFVRNPF. The MHC is DRB1_1101 with pseudo-sequence DRB1_1101. The binding affinity (normalized) is 0.763. (2) The peptide sequence is LNFTGPCKGDSVTIK. The MHC is DRB1_0901 with pseudo-sequence DRB1_0901. The binding affinity (normalized) is 0.253. (3) The peptide sequence is VDKFLANVSTVLTGK. The binding affinity (normalized) is 0.703. The MHC is DRB1_0701 with pseudo-sequence DRB1_0701.